From a dataset of NCI-60 drug combinations with 297,098 pairs across 59 cell lines. Regression. Given two drug SMILES strings and cell line genomic features, predict the synergy score measuring deviation from expected non-interaction effect. (1) Drug 1: CC1OCC2C(O1)C(C(C(O2)OC3C4COC(=O)C4C(C5=CC6=C(C=C35)OCO6)C7=CC(=C(C(=C7)OC)O)OC)O)O. Drug 2: CCC(=C(C1=CC=CC=C1)C2=CC=C(C=C2)OCCN(C)C)C3=CC=CC=C3.C(C(=O)O)C(CC(=O)O)(C(=O)O)O. Cell line: HL-60(TB). Synergy scores: CSS=34.4, Synergy_ZIP=-1.03, Synergy_Bliss=-3.01, Synergy_Loewe=-18.2, Synergy_HSA=-3.28. (2) Drug 1: C1=CC=C(C=C1)NC(=O)CCCCCCC(=O)NO. Drug 2: CCC1(CC2CC(C3=C(CCN(C2)C1)C4=CC=CC=C4N3)(C5=C(C=C6C(=C5)C78CCN9C7C(C=CC9)(C(C(C8N6C)(C(=O)OC)O)OC(=O)C)CC)OC)C(=O)OC)O.OS(=O)(=O)O. Cell line: A498. Synergy scores: CSS=-2.09, Synergy_ZIP=-1.64, Synergy_Bliss=-4.33, Synergy_Loewe=-2.38, Synergy_HSA=-2.92.